From a dataset of Reaction yield outcomes from USPTO patents with 853,638 reactions. Predict the reaction yield, written as a fraction of the theoretical maximum amount of product (1.0 means a 100% yield; for example, 0.34 means a 34% yield). (1) The reactants are [C:1]([O:5][C:6](=[O:19])[NH:7][CH2:8][CH2:9][CH2:10][CH2:11][C:12]1[CH:17]=[CH:16][C:15]([OH:18])=[CH:14][CH:13]=1)([CH3:4])([CH3:3])[CH3:2].C([O-])([O-])=O.[Cs+].[Cs+].I[CH2:27][C:28]#[N:29]. The catalyst is CN(C=O)C. The product is [C:1]([O:5][C:6](=[O:19])[NH:7][CH2:8][CH2:9][CH2:10][CH2:11][C:12]1[CH:13]=[CH:14][C:15]([O:18][CH2:27][C:28]#[N:29])=[CH:16][CH:17]=1)([CH3:4])([CH3:2])[CH3:3]. The yield is 0.380. (2) The reactants are C([O:5][C:6]([C:8]1[CH:31]=[CH:30][C:11]([O:12][C:13]2[C:22]([Cl:23])=[C:21]3[C:16]([CH:17]([C:24]([O:26][CH2:27][CH3:28])=[O:25])[CH2:18][CH2:19][O:20]3)=[CH:15][C:14]=2[Cl:29])=[CH:10][CH:9]=1)=[O:7])(C)(C)C.FC(F)(F)C(O)=O. The catalyst is ClCCl. The product is [Cl:29][C:14]1[CH:15]=[C:16]2[C:21](=[C:22]([Cl:23])[C:13]=1[O:12][C:11]1[CH:30]=[CH:31][C:8]([C:6]([OH:7])=[O:5])=[CH:9][CH:10]=1)[O:20][CH2:19][CH2:18][CH:17]2[C:24]([O:26][CH2:27][CH3:28])=[O:25]. The yield is 1.02. (3) The reactants are [H-].[Na+].[CH3:3][C:4]1[C:12]([CH3:13])=[CH:11][C:7]2[NH:8][CH:9]=[N:10][C:6]=2[CH:5]=1.Cl[CH2:15][C:16]1[CH:26]=[CH:25][C:19]2[N:20]=[C:21]([S:23][CH3:24])[S:22][C:18]=2[CH:17]=1. The catalyst is CN(C=O)C. The product is [CH3:3][C:4]1[C:12]([CH3:13])=[CH:11][C:7]2[N:8]([CH2:15][C:16]3[CH:26]=[CH:25][C:19]4[N:20]=[C:21]([S:23][CH3:24])[S:22][C:18]=4[CH:17]=3)[CH:9]=[N:10][C:6]=2[CH:5]=1. The yield is 0.960. (4) The reactants are [CH3:1][C:2]1[CH:7]=[C:6]([CH3:8])[NH:5][C:4](=[O:9])[C:3]=1[CH2:10][NH:11][C:12]([C:14]1[C:15]2[CH:28]=[N:27][N:26]([CH:29]([CH3:31])[CH3:30])[C:16]=2[N:17]=[C:18]([C:20]2[CH2:21][CH2:22][NH:23][CH2:24][CH:25]=2)[CH:19]=1)=[O:13].CCN(CC)CC.C(OC([N:46]1[CH2:51][CH2:50][CH:49]([C:52](O)=[O:53])[CH2:48][CH2:47]1)=O)(C)(C)C.C1CN([P+](ON2N=NC3C=CC=CC2=3)(N2CCCC2)N2CCCC2)CC1.F[P-](F)(F)(F)(F)F. The catalyst is CS(C)=O.O. The product is [CH3:1][C:2]1[CH:7]=[C:6]([CH3:8])[NH:5][C:4](=[O:9])[C:3]=1[CH2:10][NH:11][C:12]([C:14]1[C:15]2[CH:28]=[N:27][N:26]([CH:29]([CH3:31])[CH3:30])[C:16]=2[N:17]=[C:18]([C:20]2[CH2:21][CH2:22][N:23]([C:52]([CH:49]3[CH2:50][CH2:51][NH:46][CH2:47][CH2:48]3)=[O:53])[CH2:24][CH:25]=2)[CH:19]=1)=[O:13]. The yield is 0.830.